From a dataset of Full USPTO retrosynthesis dataset with 1.9M reactions from patents (1976-2016). Predict the reactants needed to synthesize the given product. (1) Given the product [CH2:4]1[N:5]2[C:13]3[C:8]([CH:7]4[CH2:16][CH2:17][CH2:18][CH:6]42)=[CH:9][CH:10]=[CH:11][C:12]=3[CH2:14][CH2:15][NH:2][CH2:3]1, predict the reactants needed to synthesize it. The reactants are: C[N:2]1[CH2:15][CH2:14][C:12]2=[C:13]3[C:8](=[CH:9][CH:10]=[CH:11]2)[CH:7]2[CH2:16][CH2:17][CH2:18][CH:6]2[N:5]3[CH2:4][CH2:3]1.ClC(OC(Cl)C)=O. (2) Given the product [CH2:1]1[CH2:10][O:9][C:8]2[CH:7]=[CH:6][C:5]([NH:11][C:12]3[C:17]([F:18])=[CH:16][N:15]=[C:14]([NH:19][C:20]4[CH:25]=[CH:24][C:23]([S:51]([N:46]5[CH2:50][CH2:49][CH2:48][CH2:47]5)(=[O:53])=[O:52])=[CH:22][CH:21]=4)[N:13]=3)=[CH:4][C:3]=2[O:2]1, predict the reactants needed to synthesize it. The reactants are: [CH2:1]1[CH2:10][O:9][C:8]2[CH:7]=[CH:6][C:5]([NH:11][C:12]3[C:17]([F:18])=[CH:16][N:15]=[C:14]([NH:19][C:20]4[CH:25]=[CH:24][CH:23]=[C:22](O)[CH:21]=4)[N:13]=3)=[CH:4][C:3]=2[O:2]1.ClC1N=C(NC2C=CC3OCCOC=3C=2)C(F)=CN=1.[N:46]1([S:51](C2C=CC(N)=CC=2)(=[O:53])=[O:52])[CH2:50][CH2:49][CH2:48][CH2:47]1. (3) Given the product [C:7]1([CH3:21])[CH:8]=[CH:9][C:10]([S:13]([O:16][CH2:17][C@H:18]([O:20][C:1](=[O:3])[CH3:2])[CH3:19])(=[O:14])=[O:15])=[CH:11][CH:12]=1, predict the reactants needed to synthesize it. The reactants are: [C:1](OC=C)(=[O:3])[CH3:2].[C:7]1([CH3:21])[CH:12]=[CH:11][C:10]([S:13]([O:16][CH2:17][CH:18]([OH:20])[CH3:19])(=[O:15])=[O:14])=[CH:9][CH:8]=1. (4) Given the product [C:1]([O:5][C:6]([N:8]1[CH2:13][CH2:12][N:11]([C:14]2[N:23]=[C:22]([NH2:24])[C:21]3[C:16](=[C:17]([C:31]#[N:32])[C:18]([O:27][CH3:28])=[C:19]([O:25][CH3:26])[CH:20]=3)[N:15]=2)[CH2:10][CH2:9]1)=[O:7])([CH3:4])([CH3:3])[CH3:2], predict the reactants needed to synthesize it. The reactants are: [C:1]([O:5][C:6]([N:8]1[CH2:13][CH2:12][N:11]([C:14]2[N:23]=[C:22]([NH2:24])[C:21]3[C:16](=[C:17](Br)[C:18]([O:27][CH3:28])=[C:19]([O:25][CH3:26])[CH:20]=3)[N:15]=2)[CH2:10][CH2:9]1)=[O:7])([CH3:4])([CH3:3])[CH3:2].[Cu](C#N)[C:31]#[N:32].CN1CCCC1=O. (5) Given the product [C:1]([C:5]1[N:6]=[C:7]([NH:10][S:18]([C:14]2[CH:15]=[CH:16][CH:17]=[C:12]([Cl:11])[C:13]=2[CH3:22])(=[O:19])=[O:20])[S:8][CH:9]=1)([CH3:4])([CH3:3])[CH3:2], predict the reactants needed to synthesize it. The reactants are: [C:1]([C:5]1[N:6]=[C:7]([NH2:10])[S:8][CH:9]=1)([CH3:4])([CH3:3])[CH3:2].[Cl:11][C:12]1[C:13]([CH3:22])=[C:14]([S:18](Cl)(=[O:20])=[O:19])[CH:15]=[CH:16][CH:17]=1. (6) Given the product [CH2:6]([CH:2]1[O:1][C:15](=[O:24])[CH:14]([CH2:13][CH2:12][CH:11]=[CH2:10])[O:4][C:3]1=[O:5])[CH2:7][CH:8]=[CH2:9], predict the reactants needed to synthesize it. The reactants are: [OH:1][CH:2]([CH2:6][CH2:7][CH:8]=[CH2:9])[C:3]([OH:5])=[O:4].[C:10]1(C)[CH:15]=[CH:14][CH:13]=[CH:12][CH:11]=1.C1(C)C=CC(S(O)(=O)=[O:24])=CC=1. (7) Given the product [F:1][C:2]1[CH:7]=[C:6]([F:8])[CH:5]=[CH:4][C:3]=1[N:9]1[C:13]([C:14]2[S:23][C:22]3[C:21]4[N:24]=[C:25]([N:28]5[CH2:33][C@H:32]([CH3:34])[N:31]([CH2:35][C:36]([F:37])([F:38])[F:39])[C@H:30]([CH3:41])[CH2:29]5)[CH:26]=[CH:27][C:20]=4[O:19][CH2:18][CH2:17][C:16]=3[CH:15]=2)=[N:12][CH:11]=[N:10]1, predict the reactants needed to synthesize it. The reactants are: [F:1][C:2]1[CH:7]=[C:6]([F:8])[CH:5]=[CH:4][C:3]=1[N:9]1[C:13]([C:14]2[S:23][C:22]3[C:21]4[N:24]=[C:25]([N:28]5[CH2:33][C@H:32]([CH3:34])[N:31]([C:35](=O)[C:36]([F:39])([F:38])[F:37])[C@H:30]([CH3:41])[CH2:29]5)[CH:26]=[CH:27][C:20]=4[O:19][CH2:18][CH2:17][C:16]=3[CH:15]=2)=[N:12][CH:11]=[N:10]1.B.CSC. (8) Given the product [O:7]1[CH:8]=[CH:9][C:5]([C:3]2[N:4]=[C:16]([C:15]3[CH:19]=[CH:20][C:12]([O:11][CH3:10])=[CH:13][C:14]=3[OH:21])[O:1][N:2]=2)=[CH:6]1, predict the reactants needed to synthesize it. The reactants are: [OH:1][NH:2][C:3]([C:5]1[CH:9]=[CH:8][O:7][CH:6]=1)=[NH:4].[CH3:10][O:11][C:12]1[CH:13]=[C:14]([OH:21])[C:15](=[CH:19][CH:20]=1)[C:16](O)=O. (9) Given the product [CH2:15]([N:16]1[CH2:37][CH2:36][CH2:35][CH2:34][C:14]2[C:15]([CH3:33])=[N:16][C:17]3[N:18]([N:20]=[C:21]([CH3:32])[C:22]=3[C:23]3[C:28]([CH3:29])=[CH:27][C:26]([CH3:30])=[CH:25][C:24]=3[CH3:31])[C:19]1=2)[CH2:14][CH2:34][CH3:35], predict the reactants needed to synthesize it. The reactants are: [I].[Na].C(=O)([O-])[O-].[K+].[K+].C(N[C:14]1([CH2:34][CH2:35][CH2:36][CH2:37]Cl)[CH2:19][N:18]2[N:20]=[C:21]([CH3:32])[C:22]([C:23]3[C:28]([CH3:29])=[CH:27][C:26]([CH3:30])=[CH:25][C:24]=3[CH3:31])=[C:17]2[N:16]=[C:15]1[CH3:33])CCC.O.